This data is from Catalyst prediction with 721,799 reactions and 888 catalyst types from USPTO. The task is: Predict which catalyst facilitates the given reaction. (1) Reactant: CC1CCCO1.Cl.[CH:8]12[N:14]([C:15]3[CH:21]=[CH:20][C:18]([NH2:19])=[C:17]([C:22]([F:25])([F:24])[F:23])[CH:16]=3)[CH:11]([CH2:12][CH2:13]1)[CH2:10][CH2:9]2.[O:26]=[C:27]1[C:36]2[C:31](=[CH:32][CH:33]=[CH:34][C:35]=2[C:37]([F:40])([F:39])[F:38])[NH:30][CH:29]=[C:28]1[C:41](O)=[O:42].C(P1(=O)OP(CCC)(=O)OP(CCC)(=O)O1)CC.N1C=CC=CC=1. The catalyst class is: 6. Product: [CH:11]12[N:14]([C:15]3[CH:21]=[CH:20][C:18]([NH:19][C:41]([C:28]4[C:27](=[O:26])[C:36]5[C:31](=[CH:32][CH:33]=[CH:34][C:35]=5[C:37]([F:40])([F:38])[F:39])[NH:30][CH:29]=4)=[O:42])=[C:17]([C:22]([F:25])([F:23])[F:24])[CH:16]=3)[CH:8]([CH2:9][CH2:10]1)[CH2:13][CH2:12]2. (2) Reactant: [CH2:1]([NH:8][C:9](=[O:34])[C@@H:10]([CH2:31][O:32][CH3:33])[NH:11]C(C1C=CC=CC=1)(C1C=CC=CC=1)C1C=CC=CC=1)[C:2]1[CH:7]=[CH:6][CH:5]=[CH:4][CH:3]=1.Cl. Product: [CH2:1]([NH:8][C:9](=[O:34])[C@@H:10]([CH2:31][O:32][CH3:33])[NH2:11])[C:2]1[CH:7]=[CH:6][CH:5]=[CH:4][CH:3]=1. The catalyst class is: 4. (3) Reactant: [CH:1]([C:4]1[CH:10]=[CH:9][CH:8]=[C:7]([CH:11]([CH3:13])[CH3:12])[C:5]=1[NH2:6])([CH3:3])[CH3:2].CS(C)=O.[BrH:18].[OH-].[Na+]. Product: [Br:18][C:9]1[CH:10]=[C:4]([CH:1]([CH3:3])[CH3:2])[C:5]([NH2:6])=[C:7]([CH:11]([CH3:13])[CH3:12])[CH:8]=1. The catalyst class is: 93. (4) Reactant: [F:1][C:2]([F:38])([F:37])[O:3][C:4]1[CH:9]=[CH:8][C:7]([N:10]2[CH:14]=[N:13][C:12]([C:15]3[CH:36]=[CH:35][C:18]([CH2:19][NH:20][O:21][C@H:22]4[C@H:27]([O:28][CH3:29])[C@H:26]([O:30][CH3:31])[C@@H:25]([O:32][CH3:33])[C@H:24]([CH3:34])[O:23]4)=[CH:17][CH:16]=3)=[N:11]2)=[CH:6][CH:5]=1.[CH:39](N(C(C)C)CC)(C)C.CI. Product: [CH3:39][N:20]([CH2:19][C:18]1[CH:35]=[CH:36][C:15]([C:12]2[N:13]=[CH:14][N:10]([C:7]3[CH:8]=[CH:9][C:4]([O:3][C:2]([F:1])([F:37])[F:38])=[CH:5][CH:6]=3)[N:11]=2)=[CH:16][CH:17]=1)[O:21][C@H:22]1[C@H:27]([O:28][CH3:29])[C@H:26]([O:30][CH3:31])[C@@H:25]([O:32][CH3:33])[C@H:24]([CH3:34])[O:23]1. The catalyst class is: 30.